This data is from Catalyst prediction with 721,799 reactions and 888 catalyst types from USPTO. The task is: Predict which catalyst facilitates the given reaction. (1) Reactant: [CH2:1]([O:8][C:9]1[N:14]=[CH:13][C:12]([C:15]2[CH:20]=[CH:19][C:18]([CH2:21][C:22]([NH2:24])=[O:23])=[CH:17][C:16]=2[F:25])=[C:11]([O:26][CH2:27][CH3:28])[CH:10]=1)[C:2]1[CH:7]=[CH:6][CH:5]=[CH:4][CH:3]=1.Br[C:30]1[CH:37]=[CH:36][C:33]([C:34]#[N:35])=[C:32]([C:38]([F:41])([F:40])[F:39])[CH:31]=1.CC1(C)C2C(=C(P(C3C=CC=CC=3)C3C=CC=CC=3)C=CC=2)OC2C(P(C3C=CC=CC=3)C3C=CC=CC=3)=CC=CC1=2.C([O-])([O-])=O.[Cs+].[Cs+]. Product: [CH2:1]([O:8][C:9]1[N:14]=[CH:13][C:12]([C:15]2[CH:20]=[CH:19][C:18]([CH2:21][C:22]([NH:24][C:30]3[CH:37]=[CH:36][C:33]([C:34]#[N:35])=[C:32]([C:38]([F:39])([F:40])[F:41])[CH:31]=3)=[O:23])=[CH:17][C:16]=2[F:25])=[C:11]([O:26][CH2:27][CH3:28])[CH:10]=1)[C:2]1[CH:3]=[CH:4][CH:5]=[CH:6][CH:7]=1. The catalyst class is: 62. (2) Reactant: Cl[C:2]1[N:7]=[C:6]([Cl:8])[N:5]=[C:4]2[N:9]([CH:13]3[CH2:18][CH2:17][CH2:16][CH2:15][O:14]3)[N:10]=[C:11]([CH3:12])[C:3]=12.C(N(CC)CC)C.[CH2:26]1[C:29]2([CH2:33][CH2:32][NH:31][CH2:30]2)[CH2:28][O:27]1. Product: [Cl:8][C:6]1[N:5]=[C:4]2[N:9]([CH:13]3[CH2:18][CH2:17][CH2:16][CH2:15][O:14]3)[N:10]=[C:11]([CH3:12])[C:3]2=[C:2]([CH:32]2[CH2:33][C:29]3([CH2:26][O:27][CH2:28]3)[CH2:30][NH:31]2)[N:7]=1. The catalyst class is: 23.